This data is from Experimental lipophilicity measurements (octanol/water distribution) for 4,200 compounds from AstraZeneca. The task is: Regression/Classification. Given a drug SMILES string, predict its absorption, distribution, metabolism, or excretion properties. Task type varies by dataset: regression for continuous measurements (e.g., permeability, clearance, half-life) or binary classification for categorical outcomes (e.g., BBB penetration, CYP inhibition). For this dataset (lipophilicity_astrazeneca), we predict Y. (1) The compound is CC(c1cc2ccccc2o1)n1[nH]c(=O)c2[nH]c3cc(Cl)ccc3c(=O)c2c1=O. The Y is 2.10 logD. (2) The molecule is Cn1c(N)nc(CCc2cccc(-c3cccnc3)c2)cc1=O. The Y is 2.50 logD.